From a dataset of Catalyst prediction with 721,799 reactions and 888 catalyst types from USPTO. Predict which catalyst facilitates the given reaction. Reactant: [CH2:1]([O:8][C@H:9]1[C@H:14]([O:15][CH2:16]C2C=CC=CC=2)[C@@H:13]([O:23][CH2:24][C:25]2[CH:30]=[CH:29][CH:28]=[CH:27][CH:26]=2)[C@@:12]([C:33]2[CH:38]=[CH:37][C:36]([Cl:39])=[C:35]([CH2:40][C:41]3[CH:46]=[CH:45][C:44]([O:47][CH2:48][CH3:49])=[C:43]([F:50])[C:42]=3[F:51])[CH:34]=2)([O:31][CH3:32])[O:11][C:10]1([CH2:54][OH:55])CO)C1C=CC=CC=1.F[C:57](F)(F)[C:58](O)=O. Product: [CH2:1]([O:8][C@H:9]1[C@H:14]([O:15][CH2:16][C:58]2[CH:57]=[CH:54][CH:10]=[CH:9][CH:14]=2)[C@@H:13]([O:23][CH2:24][C:25]2[CH:26]=[CH:27][CH:28]=[CH:29][CH:30]=2)[C@:12]2([C:33]3[CH:38]=[CH:37][C:36]([Cl:39])=[C:35]([CH2:40][C:41]4[CH:46]=[CH:45][C:44]([O:47][CH2:48][CH3:49])=[C:43]([F:50])[C:42]=4[F:51])[CH:34]=3)[O:11][C@@:10]1([CH2:54][OH:55])[CH2:32][O:31]2)[C:25]1[CH:30]=[CH:29][CH:28]=[CH:27][CH:26]=1. The catalyst class is: 4.